Dataset: Reaction yield outcomes from USPTO patents with 853,638 reactions. Task: Predict the reaction yield, written as a fraction of the theoretical maximum amount of product (1.0 means a 100% yield; for example, 0.34 means a 34% yield). (1) The product is [Cl:1][C:2]1[CH:7]=[C:6]([Cl:8])[CH:5]=[CH:4][C:3]=1[C:9]1[N:10]=[C:11]([CH:14]=[C:15]2[C:27]3[CH:26]=[CH:25][CH:24]=[CH:23][C:22]=3[C:21]3[C:16]2=[CH:17][CH:18]=[CH:19][CH:20]=3)[N:12]([CH2:29][C:30]([OH:32])=[O:31])[CH:13]=1. No catalyst specified. The reactants are [Cl:1][C:2]1[CH:7]=[C:6]([Cl:8])[CH:5]=[CH:4][C:3]=1[C:9]1[N:10]=[C:11]([CH:14]=[C:15]2[C:27]3[CH:26]=[CH:25][CH:24]=[CH:23][C:22]=3[C:21]3[C:16]2=[CH:17][CH:18]=[CH:19][CH:20]=3)[NH:12][CH:13]=1.Br[CH2:29][C:30]([O:32]C)=[O:31]. The yield is 0.580. (2) The reactants are CO[C:3](=[O:21])[C:4]1[CH:9]=[C:8]([Cl:10])[CH:7]=[CH:6][C:5]=1[NH:11][C:12](=[O:20])[CH2:13][C:14](=[O:19])[N:15]([O:17][CH3:18])[CH3:16].C[O-].[Na+].Cl. The catalyst is CO. The product is [CH3:18][O:17][N:15]([CH3:16])[C:14]([C:13]1[C:12](=[O:20])[NH:11][C:5]2[C:4]([C:3]=1[OH:21])=[CH:9][C:8]([Cl:10])=[CH:7][CH:6]=2)=[O:19]. The yield is 0.870. (3) The reactants are [CH2:1]([O:3][C:4]([C:6]1[CH:7]=[N:8][N:9]([C:11]2[N:16]=[CH:15][C:14]([C:17]([O:19]C(C)(C)C)=[O:18])=[CH:13][CH:12]=2)[CH:10]=1)=[O:5])[CH3:2].FC(F)(F)C(O)=O. The catalyst is C(Cl)Cl. The product is [CH2:1]([O:3][C:4]([C:6]1[CH:7]=[N:8][N:9]([C:11]2[N:16]=[CH:15][C:14]([C:17]([OH:19])=[O:18])=[CH:13][CH:12]=2)[CH:10]=1)=[O:5])[CH3:2]. The yield is 0.870. (4) The yield is 0.530. The reactants are [Cl:1][C:2]1[CH:3]=[C:4]([CH:34]=[C:35]([Cl:37])[CH:36]=1)[CH2:5][N:6]([CH2:26][C:27]1[CH:32]=[CH:31][C:30]([F:33])=[CH:29][CH:28]=1)[S:7]([C:10]1[CH:15]=[CH:14][CH:13]=[C:12]([CH2:16][NH:17][CH2:18][C:19]2[CH:24]=[CH:23][C:22]([F:25])=[CH:21][CH:20]=2)[CH:11]=1)(=[O:9])=[O:8].[Cl:38][C:39]1[C:40]([OH:50])=[C:41]([S:46](Cl)(=[O:48])=[O:47])[CH:42]=[C:43]([Cl:45])[CH:44]=1.CCN(CC)CC.S(Cl)(Cl)(=O)=O. The product is [Cl:38][C:39]1[C:40]([OH:50])=[C:41]([S:46]([N:17]([CH2:16][C:12]2[CH:13]=[CH:14][CH:15]=[C:10]([S:7](=[O:8])(=[O:9])[N:6]([CH2:5][C:4]3[CH:3]=[C:2]([Cl:1])[CH:36]=[C:35]([Cl:37])[CH:34]=3)[CH2:26][C:27]3[CH:32]=[CH:31][C:30]([F:33])=[CH:29][CH:28]=3)[CH:11]=2)[CH2:18][C:19]2[CH:20]=[CH:21][C:22]([F:25])=[CH:23][CH:24]=2)(=[O:48])=[O:47])[CH:42]=[C:43]([Cl:45])[CH:44]=1. The catalyst is C1COCC1. (5) The yield is 0.725. The product is [CH2:1]([N:3]1[C:11]2[C:6](=[CH:7][C:8]([CH3:12])=[CH:9][CH:10]=2)[CH2:5][C:4]1=[O:14])[CH3:2]. The reactants are [CH2:1]([N:3]1[C:11]2[C:6](=[CH:7][C:8]([CH3:12])=[CH:9][CH:10]=2)[C:5](=O)[C:4]1=[O:14])[CH3:2].O.NN.Cl. The catalyst is CCOC(C)=O.